This data is from Full USPTO retrosynthesis dataset with 1.9M reactions from patents (1976-2016). The task is: Predict the reactants needed to synthesize the given product. (1) Given the product [F:35][C:36]1[CH:44]=[CH:43][CH:42]=[C:41]([N:45]2[N:49]=[CH:48][CH:47]=[N:46]2)[C:37]=1[C:38]([N:3]1[CH2:4][CH2:5][C@@H:6]2[C@@H:1]([N:8]([C:9]3[CH:18]=[N:17][C:16]4[C:11](=[CH:12][CH:13]=[CH:14][CH:15]=4)[N:10]=3)[CH2:7]2)[CH2:2]1)=[O:39], predict the reactants needed to synthesize it. The reactants are: [C@@H:1]12[N:8]([C:9]3[CH:18]=[N:17][C:16]4[C:11](=[CH:12][CH:13]=[CH:14][CH:15]=4)[N:10]=3)[CH2:7][C@@H:6]1[CH2:5][CH2:4][NH:3][CH2:2]2.CC1C=C(C)N=C(N2[C@@H]3[C@@H](CCNC3)C2)N=1.[F:35][C:36]1[CH:44]=[CH:43][CH:42]=[C:41]([N:45]2[N:49]=[CH:48][CH:47]=[N:46]2)[C:37]=1[C:38](O)=[O:39].S1C=CC=C1C1C=CC=CC=1C(O)=O. (2) Given the product [F:21][C:5]1[CH:4]=[C:3]([C:1]#[C:2][C:23]2[CH:32]=[CH:31][C:30]3[C:25](=[CH:26][CH:27]=[CH:28][CH:29]=3)[N:24]=2)[CH:8]=[CH:7][C:6]=1[C:9]1[C:13]([C:14]2[CH:19]=[CH:18][N:17]=[CH:16][CH:15]=2)=[CH:12][N:11]([CH3:20])[N:10]=1, predict the reactants needed to synthesize it. The reactants are: [C:1]([C:3]1[CH:8]=[CH:7][C:6]([C:9]2[C:13]([C:14]3[CH:19]=[CH:18][N:17]=[CH:16][CH:15]=3)=[CH:12][N:11]([CH3:20])[N:10]=2)=[C:5]([F:21])[CH:4]=1)#[CH:2].Br[C:23]1[CH:32]=[CH:31][C:30]2[C:25](=[CH:26][CH:27]=[CH:28][CH:29]=2)[N:24]=1.O. (3) Given the product [F:1][C:2]([F:7])([F:6])[C:3]([O-:5])=[O:4].[CH3:18][O:17][CH2:16][N+:11]1([CH3:10])[CH2:15][CH2:14][CH2:13][CH2:12]1, predict the reactants needed to synthesize it. The reactants are: [F:1][C:2]([F:7])([F:6])[C:3]([O-:5])=[O:4].[Na+].[Cl-].[CH3:10][N+:11]1([CH2:16][O:17][CH3:18])[CH2:15][CH2:14][CH2:13][CH2:12]1. (4) Given the product [C:1]1([NH:7][C:8]([C:10]2[N:14]3[N:15]=[C:16]([NH:31][CH2:30][C:29]4[CH:32]=[CH:33][C:26]([F:25])=[CH:27][CH:28]=4)[C:17]([CH:19]4[CH2:23][CH2:22][CH2:21][CH2:20]4)=[CH:18][C:13]3=[N:12][CH:11]=2)=[O:9])[CH:6]=[CH:5][CH:4]=[CH:3][CH:2]=1, predict the reactants needed to synthesize it. The reactants are: [C:1]1([NH:7][C:8]([C:10]2[N:14]3[N:15]=[C:16](Cl)[C:17]([CH:19]4[CH2:23][CH2:22][CH2:21][CH2:20]4)=[CH:18][C:13]3=[N:12][CH:11]=2)=[O:9])[CH:6]=[CH:5][CH:4]=[CH:3][CH:2]=1.[F:25][C:26]1[CH:33]=[CH:32][C:29]([CH2:30][NH2:31])=[CH:28][CH:27]=1. (5) The reactants are: C[O-].[Na+].[F:4][C:5]([F:20])([F:19])[C:6]1[N:11]=[C:10]([S:12]CCC(OC)=O)[CH:9]=[CH:8][CH:7]=1. Given the product [F:20][C:5]([F:4])([F:19])[C:6]1[N:11]=[C:10]([SH:12])[CH:9]=[CH:8][CH:7]=1, predict the reactants needed to synthesize it. (6) Given the product [CH:26]12[CH2:34][CH:30]3[CH2:29][CH:28]([CH2:33][CH:32]([CH2:31]3)[CH:24]1[CH:25]([OH:23])[C:2]1[CH:14]=[CH:13][C:5]([C:6]([O:8][C:9]([CH3:12])([CH3:11])[CH3:10])=[O:7])=[CH:4][C:3]=1[Cl:15])[CH2:27]2, predict the reactants needed to synthesize it. The reactants are: Br[C:2]1[CH:14]=[CH:13][C:5]([C:6]([O:8][C:9]([CH3:12])([CH3:11])[CH3:10])=[O:7])=[CH:4][C:3]=1[Cl:15].[Cl-].[Li+].C([Mg]Cl)(C)C.[O:23]1[CH2:25][C:24]21[CH:32]1[CH2:33][CH:28]3[CH2:29][CH:30]([CH2:34][CH:26]2[CH2:27]3)[CH2:31]1.B(F)(F)F.CCOCC.